Dataset: Catalyst prediction with 721,799 reactions and 888 catalyst types from USPTO. Task: Predict which catalyst facilitates the given reaction. (1) Reactant: [NH2:1][C:2]1[C:3]([NH:9][CH2:10][CH2:11][CH:12]2[CH2:17][CH2:16][CH2:15][CH2:14][N:13]2[C:18]([O:20][C:21]([CH3:24])([CH3:23])[CH3:22])=[O:19])=[N:4][CH:5]=[CH:6][C:7]=1[OH:8].[Cl:25][C:26]1[CH:27]=[CH:28][C:29]([N:36]2[CH:40]=[N:39][CH:38]=[N:37]2)=[C:30]([CH2:32][C:33](O)=[O:34])[CH:31]=1.C(Cl)CCl.C1C=CC2N(O)N=NC=2C=1.CCN(C(C)C)C(C)C. Product: [Cl:25][C:26]1[CH:27]=[CH:28][C:29]([N:36]2[CH:40]=[N:39][CH:38]=[N:37]2)=[C:30]([CH2:32][C:33]([NH:1][C:2]2[C:3]([NH:9][CH2:10][CH2:11][CH:12]3[CH2:17][CH2:16][CH2:15][CH2:14][N:13]3[C:18]([O:20][C:21]([CH3:24])([CH3:23])[CH3:22])=[O:19])=[N:4][CH:5]=[CH:6][C:7]=2[OH:8])=[O:34])[CH:31]=1. The catalyst class is: 3. (2) Reactant: [NH:1]([C:3]1[CH:11]=[CH:10][C:6]([C:7]([OH:9])=[O:8])=[CH:5][CH:4]=1)[NH2:2].[CH2:12](O)[CH3:13]. Product: [NH:1]([C:3]1[CH:4]=[CH:5][C:6]([C:7]([O:9][CH2:12][CH3:13])=[O:8])=[CH:10][CH:11]=1)[NH2:2]. The catalyst class is: 82. (3) Product: [NH2:19][CH2:18][C@@H:10]([NH:9][C:7]([C:5]1[S:6][C:2]([Cl:1])=[C:3]([C:30]2[N:34]([CH3:35])[N:33]=[CH:32][C:31]=2[Cl:36])[CH:4]=1)=[O:8])[CH2:11][CH:12]1[CH2:13][CH2:14][CH2:15][CH2:16][CH2:17]1. Reactant: [Cl:1][C:2]1[S:6][C:5]([C:7]([NH:9][C@H:10]([CH2:18][N:19]2C(=O)C3C(=CC=CC=3)C2=O)[CH2:11][CH:12]2[CH2:17][CH2:16][CH2:15][CH2:14][CH2:13]2)=[O:8])=[CH:4][C:3]=1[C:30]1[N:34]([CH3:35])[N:33]=[CH:32][C:31]=1[Cl:36].NN. The catalyst class is: 83. (4) Reactant: [CH3:1][N:2](P(N(C)C)(N(C)C)=O)[CH3:3].CNC.CO[C:17]1[CH:26]=[CH:25][C:24]2[C:19](=[CH:20][CH:21]=[C:22]([C:27](=[O:39])[CH2:28][CH2:29][CH2:30][CH2:31][CH2:32][CH2:33][CH2:34][CH2:35][CH2:36][CH2:37][CH3:38])[CH:23]=2)[CH:18]=1. Product: [CH3:38][CH2:37][CH2:36][CH2:35][CH2:34][CH2:33][CH2:32][CH2:31][CH2:30][CH2:29][CH2:28][C:27]([C:22]1[CH:21]=[CH:20][C:19]2[CH:18]=[C:17]([N:2]([CH3:3])[CH3:1])[CH:26]=[CH:25][C:24]=2[CH:23]=1)=[O:39]. The catalyst class is: 48. (5) Reactant: [CH:1]1([C:4]2[NH:5][C:6](=[O:13])[CH:7]=[C:8]([C:10]([OH:12])=[O:11])[N:9]=2)[CH2:3][CH2:2]1.[ClH:14].Cl[O-].[Na+].S([O-])([O-])=O.[Na+].[Na+].Cl[O-]. Product: [Cl:14][C:7]1[C:6](=[O:13])[NH:5][C:4]([CH:1]2[CH2:2][CH2:3]2)=[N:9][C:8]=1[C:10]([OH:12])=[O:11]. The catalyst class is: 6. (6) Reactant: [CH2:1]([O:3][C:4]([CH:6]1[CH2:11][CH2:10][N:9]([C:12](=[O:37])[CH:13]=[CH:14][C:15]2[CH:20]=[CH:19][C:18]([S:21][C:22]3[CH:27]=[CH:26][CH:25]=[C:24]([NH2:28])[CH:23]=3)=[C:17]([C:29]([F:32])([F:31])[F:30])[C:16]=2[C:33]([F:36])([F:35])[F:34])[CH2:8][CH2:7]1)=[O:5])[CH3:2].[CH3:38][N:39]1[CH2:44][CH2:43][C:42](=O)[CH2:41][CH2:40]1.CC(O)=O.C(O[BH-](OC(=O)C)OC(=O)C)(=O)C.[Na+]. Product: [CH2:1]([O:3][C:4]([CH:6]1[CH2:7][CH2:8][N:9]([C:12](=[O:37])[CH:13]=[CH:14][C:15]2[CH:20]=[CH:19][C:18]([S:21][C:22]3[CH:27]=[CH:26][CH:25]=[C:24]([NH:28][CH:42]4[CH2:43][CH2:44][N:39]([CH3:38])[CH2:40][CH2:41]4)[CH:23]=3)=[C:17]([C:29]([F:32])([F:30])[F:31])[C:16]=2[C:33]([F:34])([F:36])[F:35])[CH2:10][CH2:11]1)=[O:5])[CH3:2]. The catalyst class is: 344. (7) Reactant: O1CCCCC1[O:7][NH:8][C:9](=[O:33])[CH2:10][CH2:11][CH2:12][CH2:13][CH2:14][CH2:15][NH:16][C:17](=[O:32])[C:18]([C:20]1[C:30]2=[C:31]3[C:26](=[CH:27][CH:28]=[CH:29]2)[CH2:25][CH2:24][CH2:23][N:22]3[CH:21]=1)=[O:19].CO.C12(CS(O)(=O)=O)C(C)(C)C(CC1)CC2=O. Product: [C:20]1([C:18](=[O:19])[C:17]([NH:16][CH2:15][CH2:14][CH2:13][CH2:12][CH2:11][CH2:10][C:9]([NH:8][OH:7])=[O:33])=[O:32])[C:30]2=[C:31]3[C:26](=[CH:27][CH:28]=[CH:29]2)[CH2:25][CH2:24][CH2:23][N:22]3[CH:21]=1. The catalyst class is: 569. (8) Reactant: [CH:1]1([C:5]2[C:13]([C:14]3[NH:18][C:17]([CH3:19])=[N:16][N:15]=3)=[CH:12][C:8]([C:9]([OH:11])=O)=[C:7]([CH3:20])[CH:6]=2)[CH2:4][CH2:3][CH2:2]1.Cl.[NH:22]1[CH2:27][CH2:26][CH:25]([C:28]2[CH:35]=[CH:34][C:31]([C:32]#[N:33])=[CH:30][CH:29]=2)[CH2:24][CH2:23]1.C(Cl)CCl.C1C=CC2N(O)N=NC=2C=1.CCN(C(C)C)C(C)C. Product: [CH:1]1([C:5]2[C:13]([C:14]3[NH:18][C:17]([CH3:19])=[N:16][N:15]=3)=[CH:12][C:8]([C:9]([N:22]3[CH2:27][CH2:26][CH:25]([C:28]4[CH:35]=[CH:34][C:31]([C:32]#[N:33])=[CH:30][CH:29]=4)[CH2:24][CH2:23]3)=[O:11])=[C:7]([CH3:20])[CH:6]=2)[CH2:2][CH2:3][CH2:4]1. The catalyst class is: 3. (9) Reactant: [Cl:1][CH2:2][C:3]1[N:4]=[C:5]2[CH:13]=[CH:12][CH:11]=[C:10]([CH3:14])[N:6]2[C:7](=[O:9])[CH:8]=1.[Br:15]N1C(=O)CCC1=O.C(O)(=O)C.O. Product: [Br:15][C:8]1[C:7](=[O:9])[N:6]2[C:10]([CH3:14])=[CH:11][CH:12]=[CH:13][C:5]2=[N:4][C:3]=1[CH2:2][Cl:1]. The catalyst class is: 2.